This data is from Reaction yield outcomes from USPTO patents with 853,638 reactions. The task is: Predict the reaction yield, written as a fraction of the theoretical maximum amount of product (1.0 means a 100% yield; for example, 0.34 means a 34% yield). (1) The reactants are [CH3:1][C:2]1[N:7]=[C:6]2[C:8](=O)[O:9][C:10](=[O:11])[C:5]2=[CH:4][CH:3]=1.[BH4-].[Na+].C(O)(=O)C. The catalyst is C1COCC1. The product is [CH3:1][C:2]1[N:7]=[C:6]2[CH2:8][O:9][C:10](=[O:11])[C:5]2=[CH:4][CH:3]=1. The yield is 0.440. (2) The reactants are [C:1]([O:10][CH3:11])(=[O:9])[C:2]1[C:3](=[CH:5][CH:6]=[CH:7][CH:8]=1)[NH2:4].CCN(C(C)C)C(C)C.[Cl:21][CH:22]([CH3:26])[C:23](Cl)=[O:24].C([O-])(O)=O.[Na+]. The catalyst is C(Cl)Cl. The product is [CH3:11][O:10][C:1](=[O:9])[C:2]1[CH:8]=[CH:7][CH:6]=[CH:5][C:3]=1[NH:4][C:23](=[O:24])[CH:22]([Cl:21])[CH3:26]. The yield is 0.970.